The task is: Predict the reactants needed to synthesize the given product.. This data is from Full USPTO retrosynthesis dataset with 1.9M reactions from patents (1976-2016). (1) Given the product [Br:15][CH2:16][CH2:17][CH2:18][CH2:19][CH2:20][CH2:21][N:13]1[C:14]2[CH:1]=[CH:2][CH:3]=[CH:4][C:5]=2[S:6][C:7]2[C:12]1=[CH:11][CH:10]=[CH:9][CH:8]=2, predict the reactants needed to synthesize it. The reactants are: [CH:1]1[C:14]2[NH:13][C:12]3[C:7](=[CH:8][CH:9]=[CH:10][CH:11]=3)[S:6][C:5]=2[CH:4]=[CH:3][CH:2]=1.[Br:15][CH2:16][CH2:17][CH2:18][CH2:19][CH2:20][CH2:21]Br.[OH-].[Na+].O. (2) Given the product [C:24]([O:28][C:29]([N:14]1[CH2:13][CH:12]([C:15]2[CH:16]=[C:17]([F:22])[CH:18]=[C:19]([F:21])[CH:20]=2)[NH:11][C:10](=[O:23])[C@@H:9]1[CH2:8][CH:1]1[CH2:2][CH2:3][CH2:4][CH2:5][CH2:6][CH2:7]1)=[O:30])([CH3:27])([CH3:26])[CH3:25], predict the reactants needed to synthesize it. The reactants are: [CH:1]1([CH2:8][C@@H:9]2[NH:14][CH2:13][CH:12]([C:15]3[CH:20]=[C:19]([F:21])[CH:18]=[C:17]([F:22])[CH:16]=3)[NH:11][C:10]2=[O:23])[CH2:7][CH2:6][CH2:5][CH2:4][CH2:3][CH2:2]1.[C:24]([O:28][C:29](O[C:29]([O:28][C:24]([CH3:27])([CH3:26])[CH3:25])=[O:30])=[O:30])([CH3:27])([CH3:26])[CH3:25].CCN(C(C)C)C(C)C. (3) Given the product [F:20][CH2:19][CH2:18][N:11]([C@H:9]([CH3:10])[CH2:8][C:2]1[CH:7]=[CH:6][CH:5]=[CH:4][CH:3]=1)[CH2:12][C:13]#[CH:14], predict the reactants needed to synthesize it. The reactants are: [Cl-].[C:2]1([CH2:8][C@H:9]([NH2+:11][CH2:12][C:13]#[CH:14])[CH3:10])[CH:7]=[CH:6][CH:5]=[CH:4][CH:3]=1.[H-].[Na+].Br[CH2:18][CH2:19][F:20]. (4) Given the product [CH:16]1([CH2:19][N:20]2[CH:24]=[N:23][C:22]([NH:25][C:2]3[CH:3]=[CH:4][C:5]([N:10]4[CH:14]=[C:13]([CH3:15])[N:12]=[CH:11]4)=[C:6]([CH:9]=3)[C:7]#[N:8])=[N:21]2)[CH2:18][CH2:17]1, predict the reactants needed to synthesize it. The reactants are: Br[C:2]1[CH:3]=[CH:4][C:5]([N:10]2[CH:14]=[C:13]([CH3:15])[N:12]=[CH:11]2)=[C:6]([CH:9]=1)[C:7]#[N:8].[CH:16]1([CH2:19][N:20]2[CH:24]=[N:23][C:22]([NH2:25])=[N:21]2)[CH2:18][CH2:17]1.